From a dataset of Catalyst prediction with 721,799 reactions and 888 catalyst types from USPTO. Predict which catalyst facilitates the given reaction. (1) Reactant: [S:1]([N:9]1[CH:13]=[CH:12][N:11]=[CH:10]1)([N:4]1[CH:8]=[CH:7][N:6]=[CH:5]1)(=[O:3])=[O:2].[F:14][C:15]([F:22])([F:21])[S:16]([O:19]C)(=[O:18])=[O:17]. Product: [O-:19][S:16]([C:15]([F:22])([F:21])[F:14])(=[O:18])=[O:17].[N:4]1([S:1]([N:9]2[CH:13]=[CH:12][N+:11]([CH3:15])=[CH:10]2)(=[O:2])=[O:3])[CH:8]=[CH:7][N:6]=[CH:5]1. The catalyst class is: 2. (2) Reactant: [OH:1][C:2]1[CH:9]=[CH:8][C:5]([C:6]#[N:7])=[CH:4][CH:3]=1.[CH3:10][C:11](C)([O-])[CH3:12].[K+].BrCC=C.[OH-].[Na+]. Product: [CH2:12]([O:1][C:2]1[CH:9]=[CH:8][C:5]([C:6]#[N:7])=[CH:4][CH:3]=1)[CH:11]=[CH2:10]. The catalyst class is: 9. (3) Product: [NH:15]([CH2:22][C:23]([NH:25][C:26]1[CH:31]=[CH:30][C:29]([C:32]2[CH:33]=[CH:34][N:35]=[CH:36][CH:37]=2)=[CH:28][CH:27]=1)=[O:24])[C:16]1[CH:21]=[CH:20][CH:19]=[CH:18][CH:17]=1. The catalyst class is: 5. Reactant: FC(F)(F)C(O)=O.FC(F)(F)C(O)=O.[NH:15]([CH2:22][C:23]([NH:25][C:26]1[CH:31]=[CH:30][C:29]([C:32]2[CH:37]=[CH:36][N:35]=[CH:34][CH:33]=2)=[CH:28][CH:27]=1)=[O:24])[C:16]1[CH:21]=[CH:20][CH:19]=[CH:18][CH:17]=1.[OH-].[Na+].